Dataset: Human liver microsome stability data. Task: Regression/Classification. Given a drug SMILES string, predict its absorption, distribution, metabolism, or excretion properties. Task type varies by dataset: regression for continuous measurements (e.g., permeability, clearance, half-life) or binary classification for categorical outcomes (e.g., BBB penetration, CYP inhibition). Dataset: hlm. (1) The molecule is O=C(O)[C@H]1CC[C@](O)(C(=O)N2CC[C@@]3(S(=O)(=O)c4ccc(F)cc4)c4ccc(C(F)(C(F)(F)F)C(F)(F)F)cc4CC[C@@H]23)CC1. The result is 0 (unstable in human liver microsomes). (2) The molecule is O=C1CCc2cc(C(=O)NC[C@H]3CC[C@@H](CCOc4ccccc4)CC3)ccc2N1. The result is 1 (stable in human liver microsomes). (3) The compound is CCN(CC)CCCC(C)Nc1ccnc2cc(OC(F)(F)F)ccc12. The result is 0 (unstable in human liver microsomes).